This data is from Catalyst prediction with 721,799 reactions and 888 catalyst types from USPTO. The task is: Predict which catalyst facilitates the given reaction. (1) Reactant: C[O:2][C:3]1[C:4](=[CH:8][CH:9]=[CH:10][CH:11]=1)[C:5]([O-:7])=O.[CH:12]1([NH2:15])[CH2:14][CH2:13]1. Product: [CH:12]1([NH:15][C:5](=[O:7])[C:4]2[CH:8]=[CH:9][CH:10]=[CH:11][C:3]=2[OH:2])[CH2:14][CH2:13]1. The catalyst class is: 11. (2) Reactant: [NH2:1][CH2:2][C:3]1[C:4]([F:31])=[CH:5][C:6]([F:30])=[C:7]([C@:9]23[CH2:18][O:17][C@@H:16]([CH2:19][F:20])[CH2:15][C@H:14]2[CH2:13][S:12][C:11]([NH:21][C:22](=[O:29])[C:23]2[CH:28]=[CH:27][CH:26]=[CH:25][CH:24]=2)=[N:10]3)[CH:8]=1.C(N(CC)CC)C.FC(F)(F)S(O[CH2:45][C:46]([F:49])([F:48])[F:47])(=O)=O. Product: [F:30][C:6]1[CH:5]=[C:4]([F:31])[C:3]([CH2:2][NH:1][CH2:45][C:46]([F:49])([F:48])[F:47])=[CH:8][C:7]=1[C@:9]12[CH2:18][O:17][C@@H:16]([CH2:19][F:20])[CH2:15][C@H:14]1[CH2:13][S:12][C:11]([NH:21][C:22](=[O:29])[C:23]1[CH:24]=[CH:25][CH:26]=[CH:27][CH:28]=1)=[N:10]2. The catalyst class is: 10.